From a dataset of Reaction yield outcomes from USPTO patents with 853,638 reactions. Predict the reaction yield, written as a fraction of the theoretical maximum amount of product (1.0 means a 100% yield; for example, 0.34 means a 34% yield). The reactants are [Cl:1][C:2]1[C:3]([CH2:48][C:49]2[CH:54]=[CH:53][C:52]([CH2:55][CH3:56])=[CH:51][CH:50]=2)=[CH:4][C:5]([CH:9]2[C@H:14]([O:15][CH2:16][C:17]3[CH:22]=[CH:21][CH:20]=[CH:19][CH:18]=3)[C@@H:13]([O:23][CH2:24][C:25]3[CH:30]=[CH:29][CH:28]=[CH:27][CH:26]=3)[C@H:12]([O:31][CH2:32][C:33]3[CH:38]=[CH:37][CH:36]=[CH:35][CH:34]=3)[C@@H:11]([CH2:39][O:40][CH2:41][C:42]3[CH:47]=[CH:46][CH:45]=[CH:44][CH:43]=3)[O:10]2)=[C:6]([OH:8])[CH:7]=1.[Br:57]Br. The catalyst is C(O)(=O)C. The product is [Br:57][C:7]1[C:2]([Cl:1])=[C:3]([CH2:48][C:49]2[CH:54]=[CH:53][C:52]([CH2:55][CH3:56])=[CH:51][CH:50]=2)[CH:4]=[C:5]([CH:9]2[C@H:14]([O:15][CH2:16][C:17]3[CH:18]=[CH:19][CH:20]=[CH:21][CH:22]=3)[C@@H:13]([O:23][CH2:24][C:25]3[CH:30]=[CH:29][CH:28]=[CH:27][CH:26]=3)[C@H:12]([O:31][CH2:32][C:33]3[CH:38]=[CH:37][CH:36]=[CH:35][CH:34]=3)[C@@H:11]([CH2:39][O:40][CH2:41][C:42]3[CH:43]=[CH:44][CH:45]=[CH:46][CH:47]=3)[O:10]2)[C:6]=1[OH:8]. The yield is 0.900.